This data is from Reaction yield outcomes from USPTO patents with 853,638 reactions. The task is: Predict the reaction yield, written as a fraction of the theoretical maximum amount of product (1.0 means a 100% yield; for example, 0.34 means a 34% yield). The reactants are [CH2:1]([CH:9]1[CH2:14][CH2:13][CH2:12][NH:11][CH2:10]1)[CH2:2][C:3]1[CH:8]=[CH:7][CH:6]=[CH:5][CH:4]=1.[CH:15]([C:17]1[CH:32]=[CH:31][C:20]([O:21][C:22]2[CH:30]=[CH:29][C:25]([C:26]([NH2:28])=[O:27])=[CH:24][N:23]=2)=[CH:19][CH:18]=1)=O.C(O[BH-](OC(=O)C)OC(=O)C)(=O)C.[Na+].C(O)(=O)C. The catalyst is ClCCCl.CO.C(Cl)Cl. The product is [CH2:1]([CH:9]1[CH2:14][CH2:13][CH2:12][N:11]([CH2:15][C:17]2[CH:32]=[CH:31][C:20]([O:21][C:22]3[CH:30]=[CH:29][C:25]([C:26]([NH2:28])=[O:27])=[CH:24][N:23]=3)=[CH:19][CH:18]=2)[CH2:10]1)[CH2:2][C:3]1[CH:8]=[CH:7][CH:6]=[CH:5][CH:4]=1. The yield is 0.490.